Dataset: Catalyst prediction with 721,799 reactions and 888 catalyst types from USPTO. Task: Predict which catalyst facilitates the given reaction. (1) Reactant: [CH3:1][C:2]1[C:10]([CH3:11])=[CH:9][C:5]2[N:6]=[CH:7][NH:8][C:4]=2[CH:3]=1.[H-].[Na+].[CH:14]([N:17]([CH:21]([CH3:23])[CH3:22])[C:18](Cl)=[O:19])([CH3:16])[CH3:15].[Li]CCCC.Cl[P:30]([CH:37]1[CH2:42][CH2:41][CH2:40][CH2:39][CH2:38]1)[CH:31]1[CH2:36][CH2:35][CH2:34][CH2:33][CH2:32]1. Product: [CH:37]1([P:30]([CH:31]2[CH2:32][CH2:33][CH2:34][CH2:35][CH2:36]2)[C:7]2[N:8]([C:18]([N:17]([CH:21]([CH3:23])[CH3:22])[CH:14]([CH3:16])[CH3:15])=[O:19])[C:4]3[CH:3]=[C:2]([CH3:1])[C:10]([CH3:11])=[CH:9][C:5]=3[N:6]=2)[CH2:38][CH2:39][CH2:40][CH2:41][CH2:42]1. The catalyst class is: 36. (2) The catalyst class is: 739. Product: [Cl:1][C:2]1[CH:7]=[C:6]([CH:5]=[CH:4][C:3]=1[O:11][CH2:12][C:13]1[CH:18]=[CH:17][CH:16]=[C:15]([F:19])[CH:14]=1)[NH2:8]. Reactant: [Cl:1][C:2]1[CH:7]=[C:6]([N+:8]([O-])=O)[CH:5]=[CH:4][C:3]=1[O:11][CH2:12][C:13]1[CH:18]=[CH:17][CH:16]=[C:15]([F:19])[CH:14]=1.[Cl-].[NH4+].C(O)C. (3) Reactant: [Cl:1][C:2]1[C:7]([O:8][CH2:9][O:10][CH3:11])=[CH:6][CH:5]=[C:4](I)[N:3]=1.C([Sn](CCCC)(CCCC)[C:18]1[O:19][CH:20]=[CH:21][N:22]=1)CCC. Product: [Cl:1][C:2]1[N:3]=[C:4]([C:18]2[O:19][CH:20]=[CH:21][N:22]=2)[CH:5]=[CH:6][C:7]=1[O:8][CH2:9][O:10][CH3:11]. The catalyst class is: 128. (4) Reactant: [CH2:1]([O:3][P:4]([C:9]([C:15]1[CH:20]=[CH:19][C:18]([N+:21]([O-])=O)=[CH:17][CH:16]=1)([O:12][CH2:13][CH3:14])[PH2:10]=[O:11])(=[O:8])[O:5][CH2:6][CH3:7])[CH3:2].Cl[Sn]Cl. Product: [CH2:1]([O:3][P:4]([C:9]([C:15]1[CH:16]=[CH:17][C:18]([NH2:21])=[CH:19][CH:20]=1)([O:12][CH2:13][CH3:14])[PH2:10]=[O:11])(=[O:8])[O:5][CH2:6][CH3:7])[CH3:2]. The catalyst class is: 14. (5) The catalyst class is: 100. Product: [CH3:1][NH:2][C:3]([C:5]1[CH:10]=[C:9]([O:11][C:12]2[CH:17]=[CH:16][C:15]([NH2:18])=[C:14]3[C:13]=2[N:19]=[CH:20][CH:21]=[CH:22]3)[CH:8]=[CH:7][N:6]=1)=[O:4]. Reactant: [CH3:1][NH:2][C:3]([C:5]1[CH:10]=[C:9]([O:11][C:12]2[CH:17]=[CH:16][C:15]([NH2:18])=[CH:14][CH:13]=2)[CH:8]=[CH:7][N:6]=1)=[O:4].[NH2:19][C:20]1C=CC(O)=[CH:22][CH:21]=1. (6) Reactant: [F:1][C:2]1[CH:7]=[CH:6][C:5]([CH:8]([OH:24])[CH:9]([CH2:15][C:16]2[CH:21]=[CH:20][C:19]([O:22][CH3:23])=[CH:18][CH:17]=2)[C:10]([O:12]CC)=[O:11])=[CH:4][CH:3]=1.[H-].[Na+].Cl.O. Product: [F:1][C:2]1[CH:3]=[CH:4][C:5]([CH:8]([OH:24])[CH:9]([CH2:15][C:16]2[CH:17]=[CH:18][C:19]([O:22][CH3:23])=[CH:20][CH:21]=2)[C:10]([OH:12])=[O:11])=[CH:6][CH:7]=1. The catalyst class is: 5.